Dataset: Forward reaction prediction with 1.9M reactions from USPTO patents (1976-2016). Task: Predict the product of the given reaction. (1) Given the reactants Br[C:2]1[CH:3]=[C:4]2[CH:10]=[CH:9][NH:8][C:5]2=[N:6][CH:7]=1.O.C(OCC)(=O)C.[CH3:18][N:19]1CCCC1=O, predict the reaction product. The product is: [NH:8]1[C:5]2=[N:6][CH:7]=[C:2]([C:18]#[N:19])[CH:3]=[C:4]2[CH:10]=[CH:9]1. (2) Given the reactants [F:1][C:2]1[CH:3]=[C:4]([C:8]2[N:13]=[C:12]([CH3:14])[C:11]([C:15]([OH:17])=O)=[CH:10][N:9]=2)[CH:5]=[CH:6][CH:7]=1.[CH3:18][S:19]([C:22]1[CH:23]=[C:24]2[C:28](=[CH:29][CH:30]=1)[N:27]([NH2:31])[CH:26]=[C:25]2[CH3:32])(=[O:21])=[O:20].C[N+]1(C2N=C(OC)N=C(OC)N=2)CCOCC1.[Cl-], predict the reaction product. The product is: [CH3:18][S:19]([C:22]1[CH:23]=[C:24]2[C:28](=[CH:29][CH:30]=1)[N:27]([NH:31][C:15]([C:11]1[C:12]([CH3:14])=[N:13][C:8]([C:4]3[CH:5]=[CH:6][CH:7]=[C:2]([F:1])[CH:3]=3)=[N:9][CH:10]=1)=[O:17])[CH:26]=[C:25]2[CH3:32])(=[O:21])=[O:20]. (3) Given the reactants [F:1][C:2]1[CH:7]=[CH:6][C:5]([CH2:8][CH:9]([CH:13]([OH:24])[C:14]2[CH:19]=[CH:18][C:17]([C:20]([F:23])([F:22])[F:21])=[CH:16][CH:15]=2)C(O)=O)=[CH:4][CH:3]=1.C1(P(N=[N+]=[N-])(C2C=CC=CC=2)=[O:32])C=CC=CC=1.C([N:44]([CH2:47]C)CC)C, predict the reaction product. The product is: [F:1][C:2]1[CH:3]=[CH:4][C:5]([CH2:8][CH:9]2[CH:13]([C:14]3[CH:19]=[CH:18][C:17]([C:20]([F:21])([F:23])[F:22])=[CH:16][CH:15]=3)[O:24][C:47](=[O:32])[NH:44]2)=[CH:6][CH:7]=1. (4) Given the reactants [CH3:1][O:2][C:3]1[CH:4]=[CH:5][C:6]2[C:14]3[C:10](=[C:11]([C:15]([O:17][CH3:18])=[O:16])[NH:12][N:13]=3)[CH:9]=[C:8]([CH3:19])[C:7]=2[CH:20]=1.CC(C)([O-])C.[Li+].[C:27]([NH:34][CH2:35][CH2:36][CH2:37]Br)([O:29][C:30]([CH3:33])([CH3:32])[CH3:31])=[O:28], predict the reaction product. The product is: [C:30]([O:29][C:27]([NH:34][CH2:35][CH2:36][CH2:37][N:12]1[C:11]([C:15]([O:17][CH3:18])=[O:16])=[C:10]2[C:14]([C:6]3[CH:5]=[CH:4][C:3]([O:2][CH3:1])=[CH:20][C:7]=3[C:8]([CH3:19])=[CH:9]2)=[N:13]1)=[O:28])([CH3:33])([CH3:32])[CH3:31]. (5) The product is: [C:1]([C:3]1[CH:8]=[CH:7][C:6]([CH:9]([OH:22])[CH2:10][S:11][C:12]2[NH:16][C:15]([C:17]([O:19][CH2:20][CH3:21])=[O:18])=[CH:14][N:13]=2)=[CH:5][CH:4]=1)#[N:2]. Given the reactants [C:1]([C:3]1[CH:8]=[CH:7][C:6]([C:9](=[O:22])[CH2:10][S:11][C:12]2[NH:16][C:15]([C:17]([O:19][CH2:20][CH3:21])=[O:18])=[CH:14][N:13]=2)=[CH:5][CH:4]=1)#[N:2].[BH4-].[Na+], predict the reaction product. (6) The product is: [Cl:1][C:2]1[C:3]2[NH:4][C:5]3[CH:6]=[C:7]4[C:11](=[C:12]([CH:26]=3)[CH2:13][CH2:14][C:15]3[CH:25]=[C:19]([NH:20][C:21]([N:24]=2)=[N:22][CH:23]=1)[CH:18]=[CH:17][CH:16]=3)[O:10][C:9](=[O:27])[NH:8]4. Given the reactants [Cl:1][C:2]1[C:3]2[NH:4][C:5]3[CH:6]=[C:7]4[C:11](=[C:12]([CH:26]=3)[CH2:13][CH2:14][C:15]3[CH:25]=[C:19]([NH:20][C:21]([N:24]=2)=[N:22][CH:23]=1)[CH:18]=[CH:17][CH:16]=3)[O:10][C:9](=[O:27])[N:8]4COCC[Si](C)(C)C.N.O.C(OCC)(=O)C, predict the reaction product. (7) Given the reactants [S:1]1[C:5]2[CH:6]=[CH:7][CH:8]=[CH:9][C:4]=2[N:3]=[C:2]1[C:10]1[C:11]([NH:20][C@H:21]2[C@@H:25]3[O:26]C(C)(C)[O:28][C@@H:24]3[C@@H:23]([CH2:31][OH:32])[CH2:22]2)=[N:12][C:13]([CH2:18][CH3:19])=[N:14][C:15]=1[O:16]C.Cl, predict the reaction product. The product is: [S:1]1[C:5]2[CH:6]=[CH:7][CH:8]=[CH:9][C:4]=2[N:3]=[C:2]1[C:10]1[C:15](=[O:16])[NH:14][C:13]([CH2:18][CH3:19])=[N:12][C:11]=1[NH:20][C@@H:21]1[CH2:22][C@H:23]([CH2:31][OH:32])[C@@H:24]([OH:28])[C@H:25]1[OH:26].